From a dataset of Reaction yield outcomes from USPTO patents with 853,638 reactions. Predict the reaction yield, written as a fraction of the theoretical maximum amount of product (1.0 means a 100% yield; for example, 0.34 means a 34% yield). The reactants are C([O:5][C:6]([CH:8]1[CH:12]([C:13]2[CH:18]=[CH:17][CH:16]=[C:15]([Cl:19])[C:14]=2[F:20])[C:11]([C:23]2[C:28]([F:29])=[CH:27][C:26]([Cl:30])=[CH:25][N:24]=2)([C:21]#[N:22])[CH:10]([CH2:31][C:32]([CH3:35])([CH3:34])[CH3:33])[NH:9]1)=[O:7])(C)(C)C.[F:36][C:37]([F:42])([F:41])[C:38]([OH:40])=[O:39]. The catalyst is ClCCl. The product is [F:36][C:37]([F:42])([F:41])[C:38]([OH:40])=[O:39].[Cl:19][C:15]1[C:14]([F:20])=[C:13]([CH:12]2[C:11]([C:23]3[C:28]([F:29])=[CH:27][C:26]([Cl:30])=[CH:25][N:24]=3)([C:21]#[N:22])[CH:10]([CH2:31][C:32]([CH3:35])([CH3:33])[CH3:34])[NH:9][CH:8]2[C:6]([OH:7])=[O:5])[CH:18]=[CH:17][CH:16]=1. The yield is 0.900.